Dataset: Peptide-MHC class II binding affinity with 134,281 pairs from IEDB. Task: Regression. Given a peptide amino acid sequence and an MHC pseudo amino acid sequence, predict their binding affinity value. This is MHC class II binding data. (1) The peptide sequence is LLAAADELVGGPPVE. The MHC is HLA-DQA10101-DQB10501 with pseudo-sequence HLA-DQA10101-DQB10501. The binding affinity (normalized) is 0.344. (2) The peptide sequence is VSEALRIIAGTLEVH. The MHC is DRB1_1602 with pseudo-sequence DRB1_1602. The binding affinity (normalized) is 0.392. (3) The peptide sequence is LTKKGNVWEVKSSKP. The MHC is DRB1_0802 with pseudo-sequence DRB1_0802. The binding affinity (normalized) is 0.231. (4) The binding affinity (normalized) is 0.561. The peptide sequence is GAAMVEIALGGVMGG. The MHC is DRB1_0301 with pseudo-sequence DRB1_0301. (5) The peptide sequence is PVGEIYKRWIILGLN. The MHC is DRB1_0701 with pseudo-sequence DRB1_0701. The binding affinity (normalized) is 0.255. (6) The peptide sequence is HWMLLTFLTSLLILV. The MHC is DRB1_0101 with pseudo-sequence DRB1_0101. The binding affinity (normalized) is 0.574. (7) The peptide sequence is MLLRKYGIAAENVID. The MHC is HLA-DPA10201-DPB10101 with pseudo-sequence HLA-DPA10201-DPB10101. The binding affinity (normalized) is 0.230. (8) The MHC is DRB1_0404 with pseudo-sequence DRB1_0404. The peptide sequence is SPALFLSFLYTLELK. The binding affinity (normalized) is 0.986. (9) The peptide sequence is EPAYFATAESVRDHL. The MHC is DRB3_0202 with pseudo-sequence DRB3_0202. The binding affinity (normalized) is 0.534.